From a dataset of Peptide-MHC class I binding affinity with 185,985 pairs from IEDB/IMGT. Regression. Given a peptide amino acid sequence and an MHC pseudo amino acid sequence, predict their binding affinity value. This is MHC class I binding data. (1) The MHC is HLA-A02:03 with pseudo-sequence HLA-A02:03. The binding affinity (normalized) is 0.936. The peptide sequence is VLSPLPSQA. (2) The peptide sequence is LTLAIYHPQQFVYAG. The MHC is HLA-A24:02 with pseudo-sequence HLA-A24:02. The binding affinity (normalized) is 0.150.